Dataset: Reaction yield outcomes from USPTO patents with 853,638 reactions. Task: Predict the reaction yield, written as a fraction of the theoretical maximum amount of product (1.0 means a 100% yield; for example, 0.34 means a 34% yield). (1) The reactants are [CH:1]1([CH:7]2[CH2:19][C:18]3[C:17]4[C:12](=[CH:13][CH:14]=[C:15]([C:20](O)=[O:21])[CH:16]=4)[NH:11][C:10]=3[CH2:9][CH2:8]2)[CH2:6][CH2:5][CH2:4][CH2:3][CH2:2]1.[CH:23]1([NH:26][C:27](=[O:31])[CH2:28][NH:29][CH3:30])[CH2:25][CH2:24]1.CCN(C(C)C)C(C)C.CN(C(ON1N=NC2C=CC=NC1=2)=[N+](C)C)C.F[P-](F)(F)(F)(F)F. The catalyst is CN(C=O)C. The product is [CH:1]1([CH:7]2[CH2:19][C:18]3[C:17]4[C:12](=[CH:13][CH:14]=[C:15]([C:20]([N:29]([CH2:28][C:27]([NH:26][CH:23]5[CH2:25][CH2:24]5)=[O:31])[CH3:30])=[O:21])[CH:16]=4)[NH:11][C:10]=3[CH2:9][CH2:8]2)[CH2:2][CH2:3][CH2:4][CH2:5][CH2:6]1. The yield is 0.670. (2) The reactants are [F:1][CH:2]([F:12])[CH2:3][N:4]1[CH:8]=[C:7]([N+:9]([O-:11])=[O:10])[CH:6]=[N:5]1.C[Si](C)(C)[N-][Si](C)(C)C.[Li+].[Cl:23]C(Cl)(Cl)C(Cl)(Cl)Cl.[Cl-].[NH4+]. The catalyst is C1COCC1.O. The product is [Cl:23][C:8]1[N:4]([CH2:3][CH:2]([F:1])[F:12])[N:5]=[CH:6][C:7]=1[N+:9]([O-:11])=[O:10]. The yield is 0.370. (3) The reactants are [CH2:1]([N:3]([CH:14]1[CH2:19][CH2:18][O:17][CH2:16][CH2:15]1)[C:4]1[C:9]([CH3:10])=[C:8]([C:11]([OH:13])=O)[CH:7]=[CH:6][N:5]=1)[CH3:2].CN(C(ON1N=NC2C=CC=NC1=2)=[N+](C)C)C.F[P-](F)(F)(F)(F)F.CCN(C(C)C)C(C)C.[NH2:53][CH2:54][C:55]1[C:56](=[O:63])[NH:57][C:58]([CH3:62])=[CH:59][C:60]=1[CH3:61]. The catalyst is CN(C=O)C.O.C(Cl)Cl. The product is [CH3:61][C:60]1[CH:59]=[C:58]([CH3:62])[NH:57][C:56](=[O:63])[C:55]=1[CH2:54][NH:53][C:11]([C:8]1[CH:7]=[CH:6][N:5]=[C:4]([N:3]([CH2:1][CH3:2])[CH:14]2[CH2:19][CH2:18][O:17][CH2:16][CH2:15]2)[C:9]=1[CH3:10])=[O:13]. The yield is 0.220. (4) The reactants are [Br:1][C:2]1[CH:3]=[N:4][C:5]([C:8]2[CH:13]=[CH:12][C:11]([CH2:14][C@H:15]([NH:19][C:20](=[O:31])[C:21]3[CH:26]=[CH:25][C:24]([C:27]([CH3:30])([CH3:29])[CH3:28])=[CH:23][CH:22]=3)[C:16]([OH:18])=O)=[CH:10][CH:9]=2)=[N:6][CH:7]=1.[NH2:32][C@@H:33]([C:35]([O:37][C:38]([CH3:41])([CH3:40])[CH3:39])=[O:36])[CH3:34].CCN(CC)CC.CN(C(ON1N=NC2C=CC=NC1=2)=[N+](C)C)C.F[P-](F)(F)(F)(F)F. The catalyst is CN(C=O)C. The product is [Br:1][C:2]1[CH:3]=[N:4][C:5]([C:8]2[CH:13]=[CH:12][C:11]([CH2:14][C@H:15]([NH:19][C:20](=[O:31])[C:21]3[CH:22]=[CH:23][C:24]([C:27]([CH3:28])([CH3:29])[CH3:30])=[CH:25][CH:26]=3)[C:16]([NH:32][C@@H:33]([C:35]([O:37][C:38]([CH3:41])([CH3:40])[CH3:39])=[O:36])[CH3:34])=[O:18])=[CH:10][CH:9]=2)=[N:6][CH:7]=1. The yield is 0.760. (5) The product is [Cl:1][C:2]1[N:7]=[C:6]([C:8](=[S:22])[NH2:10])[CH:5]=[C:4]([O:11][CH3:12])[CH:3]=1. The catalyst is C1COCC1. The reactants are [Cl:1][C:2]1[N:7]=[C:6]([C:8]([NH2:10])=O)[CH:5]=[C:4]([O:11][CH3:12])[CH:3]=1.COC1C=CC(P2(SP(C3C=CC(OC)=CC=3)(=S)S2)=[S:22])=CC=1. The yield is 0.710. (6) The yield is 0.980. The catalyst is O1CCOCC1. The reactants are [CH2:1]([S:5]([C:8]1[CH:17]=[CH:16][C:11]([C:12]([O:14]C)=[O:13])=[CH:10][CH:9]=1)(=[O:7])=[O:6])[CH:2]([CH3:4])[CH3:3].[OH-].[Na+]. The product is [CH2:1]([S:5]([C:8]1[CH:17]=[CH:16][C:11]([C:12]([OH:14])=[O:13])=[CH:10][CH:9]=1)(=[O:7])=[O:6])[CH:2]([CH3:4])[CH3:3].